From a dataset of Reaction yield outcomes from USPTO patents with 853,638 reactions. Predict the reaction yield, written as a fraction of the theoretical maximum amount of product (1.0 means a 100% yield; for example, 0.34 means a 34% yield). (1) The reactants are C([NH:8][C@H:9]1[CH2:14][CH2:13][C@@H:12]([C:15]2[CH:20]=[CH:19][C:18]([O:21][Si:22]([C:25]([CH3:28])([CH3:27])[CH3:26])([CH3:24])[CH3:23])=[CH:17][C:16]=2[O:29][Si:30]([C:33]([CH3:36])([CH3:35])[CH3:34])([CH3:32])[CH3:31])[CH2:11][CH2:10]1)C1C=CC=CC=1. The catalyst is C(O)C.[Pd]. The product is [Si:30]([O:29][C:16]1[CH:17]=[C:18]([O:21][Si:22]([C:25]([CH3:26])([CH3:27])[CH3:28])([CH3:24])[CH3:23])[CH:19]=[CH:20][C:15]=1[C@@H:12]1[CH2:11][CH2:10][C@H:9]([NH2:8])[CH2:14][CH2:13]1)([C:33]([CH3:34])([CH3:35])[CH3:36])([CH3:32])[CH3:31]. The yield is 0.970. (2) The reactants are [NH2:1][CH2:2][CH2:3][C:4]1[C:15]2[C:7](=[CH:8][C:9]([F:16])=[C:10]3[C:14]=2[CH2:13][CH2:12][O:11]3)[NH:6][C:5]=1C(O)=O.Cl.[OH-].[Na+]. No catalyst specified. The product is [F:16][C:9]1[CH:8]=[C:7]2[C:15]([C:4]([CH2:3][CH2:2][NH2:1])=[CH:5][NH:6]2)=[C:14]2[C:10]=1[O:11][CH2:12][CH2:13]2. The yield is 0.500. (3) The product is [Cl:61][C:59]1[CH:58]=[CH:57][C:55]2[NH:56][C:52]([CH:51]([NH:62][C:5](=[O:7])[C:4]3[CH:8]=[CH:9][C:10]([C:11]([N:13]4[CH2:17][CH2:16][CH2:15][CH2:14]4)=[O:12])=[C:2]([CH3:1])[CH:3]=3)[CH2:50][OH:49])=[N:53][C:54]=2[CH:60]=1. The catalyst is O1CCCC1.ClCCl.C(O)C. The yield is 0.680. The reactants are [CH3:1][C:2]1[CH:3]=[C:4]([CH:8]=[CH:9][C:10]=1[C:11]([N:13]1[CH2:17][CH2:16][CH2:15][CH2:14]1)=[O:12])[C:5]([OH:7])=O.CN(C(ON1N=NC2C=CC=CC1=2)=[N+](C)C)C.[B-](F)(F)(F)F.C(N(C(C)C)CC)(C)C.[OH:49][CH2:50][CH:51]([NH2:62])[C:52]1[NH:56][C:55]2[CH:57]=[CH:58][C:59]([Cl:61])=[CH:60][C:54]=2[N:53]=1.ClCl. (4) The catalyst is CO. The product is [OH:14][CH:11]1[CH2:10][CH2:9][CH:8]([C:5]2[CH:4]=[CH:3][C:2]([OH:1])=[CH:7][CH:6]=2)[CH2:13][CH2:12]1. The reactants are [OH:1][C:2]1[CH:7]=[CH:6][C:5]([CH:8]2[CH2:13][CH2:12][C:11](=[O:14])[CH2:10][CH2:9]2)=[CH:4][CH:3]=1.[BH4-].[Na+].Cl. The yield is 0.870. (5) The reactants are [F:1][C:2]1[CH:16]=[C:15]([N+:17]([O-])=O)[CH:14]=[CH:13][C:3]=1[NH:4][CH2:5][CH2:6][N:7]1[CH2:12][CH2:11][O:10][CH2:9][CH2:8]1. The catalyst is C1COCC1.[Pd]. The product is [F:1][C:2]1[CH:16]=[C:15]([NH2:17])[CH:14]=[CH:13][C:3]=1[NH:4][CH2:5][CH2:6][N:7]1[CH2:12][CH2:11][O:10][CH2:9][CH2:8]1. The yield is 0.940. (6) The reactants are [CH2:1]([S:8][C:9]1([CH2:19][NH:20][C:21]([C:23]2[NH:24][C:25]3[C:30]([CH:31]=2)=[CH:29][CH:28]=[CH:27][C:26]=3[N:32]([CH3:41])[S:33]([C:36]2[S:37][CH:38]=[CH:39][CH:40]=2)(=[O:35])=[O:34])=[O:22])[CH2:18][CH2:17][C:12]2(OCC[O:13]2)[CH2:11][CH2:10]1)[C:2]1[CH:7]=[CH:6][CH:5]=[CH:4][CH:3]=1.C(O)(=O)C. The catalyst is O. The product is [CH2:1]([S:8][C:9]1([CH2:19][NH:20][C:21]([C:23]2[NH:24][C:25]3[C:30]([CH:31]=2)=[CH:29][CH:28]=[CH:27][C:26]=3[N:32]([CH3:41])[S:33]([C:36]2[S:37][CH:38]=[CH:39][CH:40]=2)(=[O:35])=[O:34])=[O:22])[CH2:18][CH2:17][C:12](=[O:13])[CH2:11][CH2:10]1)[C:2]1[CH:7]=[CH:6][CH:5]=[CH:4][CH:3]=1. The yield is 0.710. (7) The reactants are Cl.[CH:2]([N:5]1[C:9]([C:10]2[N:19]=[C:18]3[N:12]([CH2:13][CH2:14][O:15][C:16]4[CH:23]=[C:22]([CH:24]5[CH2:29][CH2:28][NH:27][CH2:26][CH2:25]5)[CH:21]=[CH:20][C:17]=43)[CH:11]=2)=[N:8][C:7]([CH3:30])=[N:6]1)([CH3:4])[CH3:3].OP([O-])([O-])=O.[Na+].[Na+].Br[CH2:39][CH2:40][O:41]C1CCCCO1.[I-].[K+]. The catalyst is CN(C=O)C.C(N(CC)CC)C. The product is [CH:2]([N:5]1[C:9]([C:10]2[N:19]=[C:18]3[C:17]4[CH:20]=[CH:21][C:22]([CH:24]5[CH2:29][CH2:28][N:27]([CH2:39][CH2:40][OH:41])[CH2:26][CH2:25]5)=[CH:23][C:16]=4[O:15][CH2:14][CH2:13][N:12]3[CH:11]=2)=[N:8][C:7]([CH3:30])=[N:6]1)([CH3:4])[CH3:3]. The yield is 0.310. (8) The reactants are [Cl:1][C:2]1[CH:16]=[CH:15][C:5]([O:6][C:7]2[CH:14]=[CH:13][CH:12]=[CH:11][C:8]=2[CH2:9][NH2:10])=[CH:4][CH:3]=1.[CH3:17][CH:18]([CH3:29])[CH2:19][C:20]([N:22]1[CH2:27][CH2:26][C:25](=O)[CH2:24][CH2:23]1)=[O:21].[BH-](OC(C)=O)(OC(C)=O)OC(C)=O.[Na+].C(O)(=O)C. The catalyst is ClCCCl. The product is [Cl:1][C:2]1[CH:16]=[CH:15][C:5]([O:6][C:7]2[CH:14]=[CH:13][CH:12]=[CH:11][C:8]=2[CH2:9][NH:10][CH:25]2[CH2:26][CH2:27][N:22]([C:20](=[O:21])[CH2:19][CH:18]([CH3:17])[CH3:29])[CH2:23][CH2:24]2)=[CH:4][CH:3]=1. The yield is 0.660.